From a dataset of Reaction yield outcomes from USPTO patents with 853,638 reactions. Predict the reaction yield, written as a fraction of the theoretical maximum amount of product (1.0 means a 100% yield; for example, 0.34 means a 34% yield). (1) The reactants are [CH2:1]([N:3]1[C:11]2[C:6](=[CH:7][CH:8]=[C:9]([O:12][CH3:13])[CH:10]=2)[C:5]([C:14]([NH2:16])=O)=[CH:4]1)[CH3:2].COC1C=CC(P2(SP(C3C=CC(OC)=CC=3)(=S)S2)=[S:26])=CC=1. The catalyst is C1(C)C=CC=CC=1. The product is [CH2:1]([N:3]1[C:11]2[C:6](=[CH:7][CH:8]=[C:9]([O:12][CH3:13])[CH:10]=2)[C:5]([C:14](=[S:26])[NH2:16])=[CH:4]1)[CH3:2]. The yield is 0.710. (2) The reactants are [O:1]1[CH2:6][CH2:5][CH2:4][CH2:3][CH:2]1[O:7][CH2:8][CH2:9][C:10]#[C:11][CH2:12][OH:13].N1C=CN=C1.[CH3:19][C:20]([Si:23](Cl)([C:30]1[CH:35]=[CH:34][CH:33]=[CH:32][CH:31]=1)[C:24]1[CH:29]=[CH:28][CH:27]=[CH:26][CH:25]=1)([CH3:22])[CH3:21]. The catalyst is C(Cl)Cl. The product is [C:20]([Si:23]([C:30]1[CH:35]=[CH:34][CH:33]=[CH:32][CH:31]=1)([C:24]1[CH:25]=[CH:26][CH:27]=[CH:28][CH:29]=1)[O:13][CH2:12][C:11]#[C:10][CH2:9][CH2:8][O:7][CH:2]1[CH2:3][CH2:4][CH2:5][CH2:6][O:1]1)([CH3:22])([CH3:19])[CH3:21]. The yield is 0.960. (3) The reactants are [CH2:1]([O:3][CH2:4][C:5]1[N:6]([CH2:18][C:19]2([OH:32])[CH2:24][CH2:23][N:22](C(OC(C)(C)C)=O)[CH2:21][CH2:20]2)[C:7]2[C:16]3[CH:15]=[CH:14][CH:13]=[CH:12][C:11]=3[N:10]=[CH:9][C:8]=2[N:17]=1)[CH3:2].Cl. The catalyst is C(O)C. The product is [CH2:1]([O:3][CH2:4][C:5]1[N:6]([CH2:18][C:19]2([OH:32])[CH2:24][CH2:23][NH:22][CH2:21][CH2:20]2)[C:7]2[C:16]3[CH:15]=[CH:14][CH:13]=[CH:12][C:11]=3[N:10]=[CH:9][C:8]=2[N:17]=1)[CH3:2]. The yield is 0.610. (4) The reactants are [CH:1]1([S:4]([C:7]2[CH:12]=[CH:11][C:10]([CH:13]([C:21]3[NH:25][C:24]([C:26]4[N:31]=[CH:30][C:29]([CH:32]=O)=[CH:28][CH:27]=4)=[CH:23][CH:22]=3)[CH2:14][CH:15]3[CH2:20][CH2:19][O:18][CH2:17][CH2:16]3)=[CH:9][CH:8]=2)(=[O:6])=[O:5])[CH2:3][CH2:2]1.[NH:34]1[CH2:39][CH2:38][O:37][CH2:36][CH2:35]1.C(O[BH-](OC(=O)C)OC(=O)C)(=O)C.[Na+]. The catalyst is ClCCCl.C(OCC)(=O)C. The product is [CH:1]1([S:4]([C:7]2[CH:8]=[CH:9][C:10]([CH:13]([C:21]3[NH:25][C:24]([C:26]4[N:31]=[CH:30][C:29]([CH2:32][N:34]5[CH2:39][CH2:38][O:37][CH2:36][CH2:35]5)=[CH:28][CH:27]=4)=[CH:23][CH:22]=3)[CH2:14][CH:15]3[CH2:20][CH2:19][O:18][CH2:17][CH2:16]3)=[CH:11][CH:12]=2)(=[O:6])=[O:5])[CH2:2][CH2:3]1. The yield is 0.830.